This data is from Full USPTO retrosynthesis dataset with 1.9M reactions from patents (1976-2016). The task is: Predict the reactants needed to synthesize the given product. Given the product [CH2:24]([O:23][C:14]1[CH:15]=[CH:16][C:17]2[C:22](=[CH:21][CH:20]=[CH:19][CH:18]=2)[C:13]=1[C:11]([N:4]1[C:5]2=[N:6][CH:7]=[CH:8][CH:9]=[C:10]2[C:2]([C:33]2[CH:34]=[CH:35][C:30]([S:27]([CH3:26])(=[O:29])=[O:28])=[CH:31][CH:32]=2)=[CH:3]1)=[O:12])[CH3:25], predict the reactants needed to synthesize it. The reactants are: Br[C:2]1[C:10]2[C:5](=[N:6][CH:7]=[CH:8][CH:9]=2)[N:4]([C:11]([C:13]2[C:22]3[C:17](=[CH:18][CH:19]=[CH:20][CH:21]=3)[CH:16]=[CH:15][C:14]=2[O:23][CH2:24][CH3:25])=[O:12])[CH:3]=1.[CH3:26][S:27]([C:30]1[CH:35]=[CH:34][C:33](B(O)O)=[CH:32][CH:31]=1)(=[O:29])=[O:28].